The task is: Predict the reaction yield, written as a fraction of the theoretical maximum amount of product (1.0 means a 100% yield; for example, 0.34 means a 34% yield).. This data is from Reaction yield outcomes from USPTO patents with 853,638 reactions. (1) The yield is 0.750. No catalyst specified. The reactants are [CH:1]([C:4]1[CH:5]=[CH:6][C:7]([O:20][CH3:21])=[C:8]([C:10]2[CH:18]=[C:17]3[C:13]([CH2:14][C:15](=[O:19])[NH:16]3)=[CH:12][CH:11]=2)[CH:9]=1)([CH3:3])[CH3:2].[N:22]1([CH2:27][CH2:28][NH:29][C:30]([C:32]2[C:36]([CH3:37])=[C:35]([CH:38]=O)[NH:34][C:33]=2[CH3:40])=[O:31])[CH2:26][CH2:25][CH2:24][CH2:23]1. The product is [N:22]1([CH2:27][CH2:28][NH:29][C:30]([C:32]2[C:36]([CH3:37])=[C:35]([CH:38]=[C:14]3[C:13]4[C:17](=[CH:18][C:10]([C:8]5[CH:9]=[C:4]([CH:1]([CH3:3])[CH3:2])[CH:5]=[CH:6][C:7]=5[O:20][CH3:21])=[CH:11][CH:12]=4)[NH:16][C:15]3=[O:19])[NH:34][C:33]=2[CH3:40])=[O:31])[CH2:26][CH2:25][CH2:24][CH2:23]1. (2) The reactants are [I:1][C:2]1[CH:3]=[C:4]([C:11]([OH:13])=[O:12])[CH:5]=[C:6]([CH:10]=1)[C:7]([OH:9])=[O:8].[OH-].[Na+].[CH3:16]C(C)=O.O. The catalyst is CO. The product is [CH3:16][O:12][C:11](=[O:13])[C:4]1[CH:3]=[C:2]([I:1])[CH:10]=[C:6]([C:7]([OH:9])=[O:8])[CH:5]=1. The yield is 0.770. (3) The reactants are ClC(OC(Cl)=O)C.COC1C=C(OC)C=CC=1C[N:13]1[CH2:26][CH:25]([CH3:27])[N:16]2[CH2:17][C:18]3[CH:19]=[CH:20][CH:21]=[CH:22][C:23]=3[CH2:24][C@@H:15]2[CH2:14]1.C(Cl)Cl.C([O-])(O)=O.[Na+]. The catalyst is ClCCCl. The product is [CH3:27][CH:25]1[N:16]2[CH2:17][C:18]3[CH:19]=[CH:20][CH:21]=[CH:22][C:23]=3[CH2:24][C@@H:15]2[CH2:14][NH:13][CH2:26]1. The yield is 0.550. (4) The reactants are [Cl:1][C:2]1[CH:7]=[CH:6][C:5]([C:8]2[CH:9]=[N:10][CH:11]=[C:12]3[C:17]=2[N:16]=[C:15]([C:18]([OH:20])=O)[CH:14]=[CH:13]3)=[CH:4][CH:3]=1.C(N(CC)C(C)C)(C)C.F[P-](F)(F)(F)(F)F.N1(OC(N(C)C)=[N+](C)C)C2N=CC=CC=2N=N1.[N:54]1([NH2:60])[CH2:59][CH2:58][CH2:57][CH2:56][CH2:55]1. The catalyst is CN(C)C=O. The product is [Cl:1][C:2]1[CH:3]=[CH:4][C:5]([C:8]2[CH:9]=[N:10][CH:11]=[C:12]3[C:17]=2[N:16]=[C:15]([C:18]([NH:60][N:54]2[CH2:59][CH2:58][CH2:57][CH2:56][CH2:55]2)=[O:20])[CH:14]=[CH:13]3)=[CH:6][CH:7]=1. The yield is 0.0200.